This data is from Catalyst prediction with 721,799 reactions and 888 catalyst types from USPTO. The task is: Predict which catalyst facilitates the given reaction. (1) Product: [CH3:16][O:17][C:18]1[CH:25]=[CH:24][C:21]([CH2:22][NH:23][C:11]([C:10]2[C:5]([NH:4][CH:1]([CH3:3])[CH3:2])=[N:6][C:7]([S:14][CH3:15])=[N:8][CH:9]=2)=[O:12])=[CH:20][CH:19]=1. Reactant: [CH:1]([NH:4][C:5]1[C:10]([C:11](Cl)=[O:12])=[CH:9][N:8]=[C:7]([S:14][CH3:15])[N:6]=1)([CH3:3])[CH3:2].[CH3:16][O:17][C:18]1[CH:25]=[CH:24][C:21]([CH2:22][NH2:23])=[CH:20][CH:19]=1. The catalyst class is: 217. (2) Reactant: Br[C:2]1[CH:7]=[CH:6][C:5]([S:8]([NH:11][C:12]2[S:13][CH:14]=[CH:15][N:16]=2)(=[O:10])=[O:9])=[CH:4][CH:3]=1.C(O)(=O)C.[NH:21]1[CH2:24][CH:23]([NH:25][C:26](=[O:32])[O:27][C:28]([CH3:31])([CH3:30])[CH3:29])[CH2:22]1.C1(C2C=CC=CC=2)C=CC=CC=1P(C(C)(C)C)C(C)(C)C.O. Product: [S:13]1[CH:14]=[CH:15][N:16]=[C:12]1[NH:11][S:8]([C:5]1[CH:6]=[CH:7][C:2]([N:21]2[CH2:24][CH:23]([NH:25][C:26](=[O:32])[O:27][C:28]([CH3:30])([CH3:29])[CH3:31])[CH2:22]2)=[CH:3][CH:4]=1)(=[O:10])=[O:9]. The catalyst class is: 101.